Dataset: Forward reaction prediction with 1.9M reactions from USPTO patents (1976-2016). Task: Predict the product of the given reaction. (1) Given the reactants [C:1]1([C:7]2[CH:12]=[CH:11][C:10]([C:13]([NH:15][NH2:16])=[O:14])=[CH:9][CH:8]=2)[CH:6]=[CH:5][CH:4]=[CH:3][CH:2]=1.[N-:17]=[C:18]=[S:19].[Cl:20][C:21]1[CH:22]=[CH:23][CH:24]=[CH:25][C:26]=1[Cl:27], predict the reaction product. The product is: [Cl:20][C:21]1[CH:22]=[C:23]([NH:17][C:18]([NH:16][NH:15][C:13]([C:10]2[CH:11]=[CH:12][C:7]([C:1]3[CH:2]=[CH:3][CH:4]=[CH:5][CH:6]=3)=[CH:8][CH:9]=2)=[O:14])=[S:19])[CH:24]=[CH:25][C:26]=1[Cl:27]. (2) Given the reactants [Br:1][C:2]1[C:3]([O:13][CH3:14])=[C:4]([Br:12])[C:5]2[S:9][C:8]([NH2:10])=[N:7][C:6]=2[CH:11]=1.C(N(CC)CC)C.[CH2:22]([N:24]=[C:25]=[O:26])[CH3:23], predict the reaction product. The product is: [Br:1][C:2]1[C:3]([O:13][CH3:14])=[C:4]([Br:12])[C:5]2[S:9][C:8]([NH:10][C:25]([NH:24][CH2:22][CH3:23])=[O:26])=[N:7][C:6]=2[CH:11]=1. (3) The product is: [Cl:28][C:25]1[CH:26]=[CH:27][C:2]([NH:1][C:35](=[O:39])[O:36][CH2:37][CH3:38])=[C:3](/[CH:4]=[C:5]2\[CH2:11][NH:10][C:9](=[O:12])[CH2:8][N:7]([S:13]([C:16]3[CH:17]=[CH:18][C:19]([Cl:22])=[CH:20][CH:21]=3)(=[O:14])=[O:15])[C:6]\2=[O:23])[CH:24]=1. Given the reactants [NH2:1][C:2]1[CH:27]=[CH:26][C:25]([Cl:28])=[CH:24][C:3]=1/[CH:4]=[C:5]1/[C:6](=[O:23])[N:7]([S:13]([C:16]2[CH:21]=[CH:20][C:19]([Cl:22])=[CH:18][CH:17]=2)(=[O:15])=[O:14])[CH2:8][C:9](=[O:12])[NH:10][CH2:11]/1.N1C=CC=CC=1.[C:35](Cl)(=[O:39])[O:36][CH2:37][CH3:38].[Cl-].[NH4+], predict the reaction product. (4) Given the reactants [NH2:1][C:2]1[CH:3]=[C:4]([O:9][CH3:10])[C:5](Br)=[CH:6][CH:7]=1.[C:22]([O:21][C:19](O[C:19]([O:21][C:22]([CH3:25])([CH3:24])[CH3:23])=[O:20])=[O:20])([CH3:25])([CH3:24])[CH3:23].[B:26]1([B:26]2[O:30][C:29]([CH3:32])([CH3:31])[C:28]([CH3:34])([CH3:33])[O:27]2)[O:30][C:29]([CH3:32])([CH3:31])[C:28]([CH3:34])([CH3:33])[O:27]1.C([O-])(=O)C.[K+], predict the reaction product. The product is: [C:22]([O:21][C:19](=[O:20])[NH:1][C:2]1[CH:7]=[CH:6][C:5]([B:26]2[O:30][C:29]([CH3:32])([CH3:31])[C:28]([CH3:34])([CH3:33])[O:27]2)=[C:4]([O:9][CH3:10])[CH:3]=1)([CH3:23])([CH3:24])[CH3:25]. (5) Given the reactants [C:1]([C:3]1[CH:10]=[CH:9][C:6](CO)=[CH:5][CH:4]=1)#[N:2].N1C=CN=[CH:12]1.[Si:16](Cl)([C:19]([CH3:22])([CH3:21])[CH3:20])(C)C.OS([O-])(=O)=O.[K+].CCO[C:33]([CH3:35])=[O:34], predict the reaction product. The product is: [C:19]([SiH2:16][O:34][C:33]([CH3:35])([CH3:12])[C:6]1[CH:9]=[CH:10][C:3]([C:1]#[N:2])=[CH:4][CH:5]=1)([CH3:22])([CH3:21])[CH3:20].